Dataset: Tyrosyl-DNA phosphodiesterase HTS with 341,365 compounds. Task: Binary Classification. Given a drug SMILES string, predict its activity (active/inactive) in a high-throughput screening assay against a specified biological target. (1) The compound is s1c2c(CCC2)c(c1NC(=O)CCCOc1ccc(C(C)(C)C)cc1)C(OCC)=O. The result is 0 (inactive). (2) The compound is S(c1n(c(nn1)Cc1n(ccc1)C)c1ccc(F)cc1)CC(=O)Nc1c(cccc1)C. The result is 0 (inactive). (3) The molecule is o1c2c(c(c1C(OC(C)C(=O)NC(=O)NCC)=O)C)cc(OC)cc2. The result is 0 (inactive). (4) The molecule is S(=O)(=O)(Nc1nccc(c1)C)c1c(C(C)C)ccc(c1)c1onc(c1)C. The result is 0 (inactive). (5) The drug is N1(CCC(CC1)C)c1nc2c(cc1C)ccc(c2)C. The result is 0 (inactive). (6) The molecule is S1c2ncccc2N(CCCC(=O)NCCCC)C(=O)c2c1cccc2. The result is 0 (inactive). (7) The compound is s1c(NC(=O)C(NC(=O)c2cc(OC)cc(OC)c2)C(C)C)nc(c2c(OC)ccc(OC)c2)c1. The result is 0 (inactive).